From a dataset of Forward reaction prediction with 1.9M reactions from USPTO patents (1976-2016). Predict the product of the given reaction. (1) Given the reactants Cl.[Cl:2][C:3]1[N:4]=[C:5]([C:10]([NH:12][C@H:13]2[CH2:18][CH2:17][NH:16][CH2:15][C@H:14]2[O:19][CH3:20])=[O:11])[NH:6][C:7]=1[CH2:8][CH3:9].Cl[C:22]1[N:27]=[C:26]([CH3:28])[N:25]=[C:24]([C:29]([O:31][CH2:32][CH3:33])=[O:30])[CH:23]=1.C(N(C(C)C)CC)(C)C, predict the reaction product. The product is: [Cl:2][C:3]1[N:4]=[C:5]([C:10]([NH:12][C@H:13]2[CH2:18][CH2:17][N:16]([C:22]3[N:27]=[C:26]([CH3:28])[N:25]=[C:24]([C:29]([O:31][CH2:32][CH3:33])=[O:30])[CH:23]=3)[CH2:15][C@H:14]2[O:19][CH3:20])=[O:11])[NH:6][C:7]=1[CH2:8][CH3:9]. (2) Given the reactants C[Si]([N-][Si](C)(C)C)(C)C.[Li+].F[C:12]1[CH:17]=[C:16]([O:18][CH3:19])[CH:15]=[CH:14][C:13]=1[C:20]1[N:29]=[CH:28][C:27]2[C:22](=[CH:23][C:24]([O:32][CH3:33])=[CH:25][C:26]=2[O:30][CH3:31])[N:21]=1.[NH2:34][CH2:35][CH2:36][N:37]1[CH2:42][CH2:41][N:40]([C:43]([O:45][C:46]([CH3:49])([CH3:48])[CH3:47])=[O:44])[CH2:39][CH2:38]1.C1C[O:53]CC1, predict the reaction product. The product is: [CH3:31][O:30][C:26]1[CH:25]=[C:24]([O:32][CH3:33])[CH:23]=[C:22]2[C:27]=1[C:28](=[O:53])[NH:29][C:20]([C:13]1[CH:14]=[CH:15][C:16]([O:18][CH3:19])=[CH:17][C:12]=1[NH:34][CH2:35][CH2:36][N:37]1[CH2:42][CH2:41][N:40]([C:43]([O:45][C:46]([CH3:49])([CH3:48])[CH3:47])=[O:44])[CH2:39][CH2:38]1)=[N:21]2. (3) Given the reactants [Cl:1][C:2]1[CH:26]=[CH:25][C:5]2[N:6]=[C:7]([NH:9][C:10]3[CH:15]=[CH:14][C:13](B4OC(C)(C)C(C)(C)O4)=[CH:12][CH:11]=3)[S:8][C:4]=2[CH:3]=1.I[C:28]1[C:36]2[C:31](=[N:32][CH:33]=[N:34][C:35]=2[NH2:37])[N:30]([C@H:38]2[CH2:43][CH2:42][C@@H:41]([N:44]3[CH2:49][CH2:48][N:47]([CH3:50])[CH2:46][CH2:45]3)[CH2:40][CH2:39]2)[N:29]=1.C(=O)([O-])[O-].[Na+].[Na+], predict the reaction product. The product is: [NH2:37][C:35]1[N:34]=[CH:33][N:32]=[C:31]2[N:30]([C@H:38]3[CH2:43][CH2:42][C@@H:41]([N:44]4[CH2:45][CH2:46][N:47]([CH3:50])[CH2:48][CH2:49]4)[CH2:40][CH2:39]3)[N:29]=[C:28]([C:13]3[CH:12]=[CH:11][C:10]([NH:9][C:7]4[S:8][C:4]5[CH:3]=[C:2]([Cl:1])[CH:26]=[CH:25][C:5]=5[N:6]=4)=[CH:15][CH:14]=3)[C:36]=12. (4) Given the reactants [H-].[Na+].[F:3][C:4]1[CH:5]=[C:6]([CH:12]2[CH2:16][NH:15][C:14](=[O:17])[CH2:13]2)[CH:7]=[C:8]([F:11])[C:9]=1[F:10].Br.Br[CH2:20][C:21]1[CH:26]=[CH:25][N:24]=[C:23]([NH2:27])[CH:22]=1.C(O)CC.CCCCCC, predict the reaction product. The product is: [NH2:27][C:23]1[CH:22]=[C:21]([CH2:20][N:15]2[CH2:16][CH:12]([C:6]3[CH:5]=[C:4]([F:3])[C:9]([F:10])=[C:8]([F:11])[CH:7]=3)[CH2:13][C:14]2=[O:17])[CH:26]=[CH:25][N:24]=1. (5) Given the reactants [OH:1][C:2]1[CH2:6][N:5]([C:7]([O:9][C:10]([CH3:13])([CH3:12])[CH3:11])=[O:8])[C:4](=[O:14])[CH:3]=1.CCN(C(C)C)C(C)C.[S:24](Cl)([C:27]1[CH:33]=[CH:32][C:30]([CH3:31])=[CH:29][CH:28]=1)(=[O:26])=[O:25], predict the reaction product. The product is: [O:14]=[C:4]1[CH:3]=[C:2]([O:1][S:24]([C:27]2[CH:33]=[CH:32][C:30]([CH3:31])=[CH:29][CH:28]=2)(=[O:26])=[O:25])[CH2:6][N:5]1[C:7]([O:9][C:10]([CH3:11])([CH3:13])[CH3:12])=[O:8].